From a dataset of Full USPTO retrosynthesis dataset with 1.9M reactions from patents (1976-2016). Predict the reactants needed to synthesize the given product. Given the product [C:27]([O:32][C:5]1([N:8]=[O:9])[CH2:6][CH2:7][N:2]([CH3:1])[CH2:3][CH2:4]1)(=[O:31])[CH:28]([CH3:30])[CH3:29], predict the reactants needed to synthesize it. The reactants are: [CH3:1][N:2]1[CH2:7][CH2:6][C:5](=[N:8][OH:9])[CH2:4][CH2:3]1.C([O-])(=O)C.C([O-])(=O)C.C([O-])(=O)C.C([O-])(=O)C.[Pb+4].[C:27]([OH:32])(=[O:31])[CH:28]([CH3:30])[CH3:29].